Dataset: Catalyst prediction with 721,799 reactions and 888 catalyst types from USPTO. Task: Predict which catalyst facilitates the given reaction. (1) Reactant: Br[C:2]1[CH:3]=[C:4]2[C:8](=[CH:9][CH:10]=1)[N:7]([C:11]1[CH:16]=[CH:15][C:14]([F:17])=[CH:13][CH:12]=1)[N:6]=[CH:5]2.[Li]CCCC.[CH2:23]([N:26]1[CH:30]=[C:29]([C:31](=[O:36])[C:32]([F:35])([F:34])[F:33])[CH:28]=[C:27]1[C:37]#[N:38])[CH:24]=[CH2:25]. Product: [CH2:23]([N:26]1[CH:30]=[C:29]([C:31]([C:2]2[CH:3]=[C:4]3[C:8](=[CH:9][CH:10]=2)[N:7]([C:11]2[CH:16]=[CH:15][C:14]([F:17])=[CH:13][CH:12]=2)[N:6]=[CH:5]3)([OH:36])[C:32]([F:35])([F:33])[F:34])[CH:28]=[C:27]1[C:37]#[N:38])[CH:24]=[CH2:25]. The catalyst class is: 1. (2) Reactant: [C:1]([NH:9][NH2:10])(=[O:8])[C:2]1[CH:7]=[CH:6][CH:5]=[CH:4][CH:3]=1.[CH:11]1[CH:16]=[CH:15][C:14](/[CH:17]=[CH:18]/[CH:19]=O)=[CH:13][CH:12]=1. Product: [C:14]1(/[CH:17]=[CH:18]/[CH:19]=[N:10]/[NH:9][C:1](=[O:8])[C:2]2[CH:7]=[CH:6][CH:5]=[CH:4][CH:3]=2)[CH:15]=[CH:16][CH:11]=[CH:12][CH:13]=1. The catalyst class is: 81. (3) Reactant: C(O[C:6](=O)[N:7]([C@@H:9]([CH3:44])[C:10]([NH:12][C@@H:13]([CH:38]1[CH2:43][CH2:42][CH2:41][CH2:40][CH2:39]1)[C:14]([N:16]1[C@H:21]([C:22]2[N:26]([CH2:27][C:28]3[CH:33]=[CH:32][C:31]([F:34])=[CH:30][CH:29]=3)[N:25]=[CH:24][CH:23]=2)[CH2:20][N:19]2[CH2:35][CH2:36][CH2:37][C@@H:18]2[CH2:17]1)=[O:15])=[O:11])C)(C)(C)C.C(OCC)(=O)C.[ClH:52]. Product: [ClH:52].[ClH:52].[CH:38]1([C@H:13]([NH:12][C:10](=[O:11])[C@H:9]([CH3:44])[NH:7][CH3:6])[C:14]([N:16]2[C@H:21]([C:22]3[N:26]([CH2:27][C:28]4[CH:29]=[CH:30][C:31]([F:34])=[CH:32][CH:33]=4)[N:25]=[CH:24][CH:23]=3)[CH2:20][N:19]3[CH2:35][CH2:36][CH2:37][C@@H:18]3[CH2:17]2)=[O:15])[CH2:43][CH2:42][CH2:41][CH2:40][CH2:39]1. The catalyst class is: 13. (4) Reactant: [H-].[H-].[H-].[H-].[Li+].[Al+3].[N:7]1([C:13]2[CH:14]=[C:15]([CH:20]=[CH:21][N:22]=2)[C:16](OC)=[O:17])[CH2:12][CH2:11][CH2:10][CH2:9][CH2:8]1. Product: [N:7]1([C:13]2[CH:14]=[C:15]([CH2:16][OH:17])[CH:20]=[CH:21][N:22]=2)[CH2:8][CH2:9][CH2:10][CH2:11][CH2:12]1. The catalyst class is: 1. (5) Reactant: [Cl:1][C:2]1[N:3]=[C:4]2[CH:12]=[C:11]([I:13])[CH:10]=[N:9][C:5]2=[N:6][C:7]=1Cl.[CH2:14]1[NH:19][CH2:18][CH2:17][N:16]2[CH2:20][CH2:21][CH2:22][CH:15]12. Product: [Cl:1][C:2]1[N:3]=[C:4]2[CH:12]=[C:11]([I:13])[CH:10]=[N:9][C:5]2=[N:6][C:7]=1[N:19]1[CH2:18][CH2:17][N:16]2[CH2:20][CH2:21][CH2:22][CH:15]2[CH2:14]1. The catalyst class is: 2. (6) Reactant: [Cl:1][C:2]1[C:3](=[O:17])[N:4]([C:10]2[CH:15]=[CH:14][C:13]([Cl:16])=[CH:12][CH:11]=2)[N:5]([CH2:8][CH3:9])[C:6]=1[CH3:7].[Br:18]N1C(=O)CCC1=O. Product: [Br:18][CH2:7][C:6]1[N:5]([CH2:8][CH3:9])[N:4]([C:10]2[CH:15]=[CH:14][C:13]([Cl:16])=[CH:12][CH:11]=2)[C:3](=[O:17])[C:2]=1[Cl:1]. The catalyst class is: 53.